Dataset: Full USPTO retrosynthesis dataset with 1.9M reactions from patents (1976-2016). Task: Predict the reactants needed to synthesize the given product. (1) Given the product [F:1][C:2]1[CH:3]=[CH:4][C:5]([O:6][C:7]2[CH:30]=[CH:29][C:10]([CH2:11][S:12][C:13]3[N:14]([CH2:37][CH2:36][CH3:38])[CH:15]=[C:16]([CH2:20][C:21]4[CH:26]=[N:25][C:24]([O:27][CH3:28])=[N:23][CH:22]=4)[C:17](=[O:19])[N:18]=3)=[CH:9][CH:8]=2)=[CH:31][CH:32]=1, predict the reactants needed to synthesize it. The reactants are: [F:1][C:2]1[CH:32]=[CH:31][C:5]([O:6][C:7]2[CH:30]=[CH:29][C:10]([CH2:11][S:12][C:13]3[NH:14][CH:15]=[C:16]([CH2:20][C:21]4[CH:22]=[N:23][C:24]([O:27][CH3:28])=[N:25][CH:26]=4)[C:17](=[O:19])[N:18]=3)=[CH:9][CH:8]=2)=[CH:4][CH:3]=1.CCN(C(C)C)[CH:36]([CH3:38])[CH3:37].BrCCC. (2) Given the product [CH3:23][O:22][C:19]1[CH:18]=[CH:17][C:16]([CH2:15][N:13]2[CH:14]=[C:10]([C:8](=[O:9])[CH2:1][CH3:2])[CH:11]=[N:12]2)=[CH:21][CH:20]=1, predict the reactants needed to synthesize it. The reactants are: [CH2:1]([Mg]Br)[CH3:2].CON(C)[C:8]([C:10]1[CH:11]=[N:12][N:13]([CH2:15][C:16]2[CH:21]=[CH:20][C:19]([O:22][CH3:23])=[CH:18][CH:17]=2)[CH:14]=1)=[O:9]. (3) Given the product [Cl:31][C:28]1[CH:27]=[CH:26][C:25]([C:17]2[N:16]=[C:15]([NH:13][CH:10]3[CH2:9][CH2:8][N:7]([C:5]4[S:4][N:3]=[C:2]([CH3:1])[N:6]=4)[CH2:12][CH2:11]3)[N:20]=[C:19]([C:21]([OH:24])([CH3:22])[CH3:23])[CH:18]=2)=[CH:30][CH:29]=1, predict the reactants needed to synthesize it. The reactants are: [CH3:1][C:2]1[N:6]=[C:5]([N:7]2[CH2:12][CH2:11][CH:10]([NH2:13])[CH2:9][CH2:8]2)[S:4][N:3]=1.Cl[C:15]1[N:20]=[C:19]([C:21]([OH:24])([CH3:23])[CH3:22])[CH:18]=[C:17]([C:25]2[CH:30]=[CH:29][C:28]([Cl:31])=[CH:27][CH:26]=2)[N:16]=1. (4) Given the product [CH:1]1([O:6][C:7]2[CH:8]=[C:9]([CH:15]3[CH2:19][N:18]([CH2:20][C:21]([OH:23])=[O:22])[C:17](=[O:25])[CH2:16]3)[CH:10]=[CH:11][C:12]=2[O:13][CH3:14])[CH2:5][CH2:4][CH2:3][CH2:2]1, predict the reactants needed to synthesize it. The reactants are: [CH:1]1([O:6][C:7]2[CH:8]=[C:9]([C@H:15]3[CH2:19][N:18]([CH2:20][C:21]([O:23]C)=[O:22])[C:17](=[O:25])[CH2:16]3)[CH:10]=[CH:11][C:12]=2[O:13][CH3:14])[CH2:5][CH2:4][CH2:3][CH2:2]1.[OH-].[K+].Cl.O.